From a dataset of Reaction yield outcomes from USPTO patents with 853,638 reactions. Predict the reaction yield, written as a fraction of the theoretical maximum amount of product (1.0 means a 100% yield; for example, 0.34 means a 34% yield). (1) The reactants are Br[C:2]1[CH:3]=[C:4]([N:8]2[CH2:13][CH2:12][S:11](=[O:15])(=[O:14])[CH2:10][CH2:9]2)[CH:5]=[CH:6][CH:7]=1.[B:16]1([B:16]2[O:20][C:19]([CH3:22])([CH3:21])[C:18]([CH3:24])([CH3:23])[O:17]2)[O:20][C:19]([CH3:22])([CH3:21])[C:18]([CH3:24])([CH3:23])[O:17]1.C(Cl)Cl.C([O-])(=O)C.[K+]. The catalyst is O1CCOCC1.CCOC(C)=O.C1C=CC(P(C2C=CC=CC=2)[C-]2C=CC=C2)=CC=1.C1C=CC(P(C2C=CC=CC=2)[C-]2C=CC=C2)=CC=1.Cl[Pd]Cl.[Fe+2]. The product is [CH3:23][C:18]1([CH3:24])[C:19]([CH3:22])([CH3:21])[O:20][B:16]([C:2]2[CH:3]=[C:4]([N:8]3[CH2:13][CH2:12][S:11](=[O:15])(=[O:14])[CH2:10][CH2:9]3)[CH:5]=[CH:6][CH:7]=2)[O:17]1. The yield is 0.757. (2) The reactants are [Br:1][C:2]1[CH:7]=[CH:6][C:5]([C:8]2[CH:13]=[CH:12][C:11]([OH:14])=[CH:10][CH:9]=2)=[CH:4][CH:3]=1.N1C=CC=CC=1.Cl[Si:22]([C:25]([CH3:28])([CH3:27])[CH3:26])([CH3:24])[CH3:23]. The catalyst is C(Cl)Cl.O. The product is [Br:1][C:2]1[CH:3]=[CH:4][C:5]([C:8]2[CH:13]=[CH:12][C:11]([O:14][Si:22]([C:25]([CH3:28])([CH3:27])[CH3:26])([CH3:24])[CH3:23])=[CH:10][CH:9]=2)=[CH:6][CH:7]=1. The yield is 0.610. (3) The product is [Br:29][C:30]1[CH:35]=[CH:34][C:33]([O:1][C@H:2]([C:23]2[CH:24]=[CH:25][CH:26]=[CH:27][CH:28]=2)[CH2:3][CH2:4][N:5]2[CH2:10][CH2:9][CH:8]([C:11]3[CH:12]=[C:13]([NH:17][C:18](=[O:22])[CH:19]([CH3:21])[CH3:20])[CH:14]=[CH:15][CH:16]=3)[CH2:7][CH2:6]2)=[CH:32][CH:31]=1. The catalyst is C1COCC1.C(Cl)(Cl)Cl. The reactants are [OH:1][C@@H:2]([C:23]1[CH:28]=[CH:27][CH:26]=[CH:25][CH:24]=1)[CH2:3][CH2:4][N:5]1[CH2:10][CH2:9][CH:8]([C:11]2[CH:12]=[C:13]([NH:17][C:18](=[O:22])[CH:19]([CH3:21])[CH3:20])[CH:14]=[CH:15][CH:16]=2)[CH2:7][CH2:6]1.[Br:29][C:30]1[CH:35]=[CH:34][C:33](O)=[CH:32][CH:31]=1.C1(P(C2C=CC=CC=2)C2C=CC=CC=2)C=CC=CC=1.N(C(OCC)=O)=NC(OCC)=O.N. The yield is 0.0960. (4) The reactants are [NH2:1][C:2]1([C:12]([OH:14])=[O:13])[CH2:11][CH2:10][C:9]2[C:4](=[CH:5][CH:6]=[CH:7][CH:8]=2)[CH2:3]1.Cl[C:16]([O:18][CH2:19][CH:20]([CH3:22])[CH3:21])=[O:17].[OH-].[Na+].Cl. The catalyst is C1OCCOC1. The product is [CH2:19]([O:18][C:16]([NH:1][C:2]1([C:12]([OH:14])=[O:13])[CH2:11][CH2:10][C:9]2[C:4](=[CH:5][CH:6]=[CH:7][CH:8]=2)[CH2:3]1)=[O:17])[CH:20]([CH3:22])[CH3:21]. The yield is 0.900. (5) The reactants are C(OC([CH2:8][NH:9][CH2:10][C:11]1[S:15][CH:14]=[C:13]([C:16]2[CH:21]=[CH:20][C:19]([CH2:22][C@H:23]([O:28][CH2:29][CH3:30])[C:24]([O:26][CH3:27])=[O:25])=[CH:18][CH:17]=2)[CH:12]=1)=O)(C)(C)C.O. The catalyst is ClCCl.FC(F)(F)C(O)=O. The product is [CH2:29]([O:28][C@@H:23]([CH2:22][C:19]1[CH:20]=[CH:21][C:16]([C:13]2[CH:12]=[C:11]([CH2:10][NH:9][CH3:8])[S:15][CH:14]=2)=[CH:17][CH:18]=1)[C:24]([O:26][CH3:27])=[O:25])[CH3:30]. The yield is 0.840. (6) The product is [CH2:6]([C@H:7]1[CH2:10][CH2:11][CH2:12][O:9][CH2:8]1)[CH:5]=[CH2:4]. The catalyst is CN(C=O)C. The reactants are [H-].[Na+].Cl[CH2:4][CH2:5][CH2:6][C@H:7]([CH2:10][CH:11]=[CH2:12])[CH2:8][OH:9]. The yield is 0.830.